From a dataset of Catalyst prediction with 721,799 reactions and 888 catalyst types from USPTO. Predict which catalyst facilitates the given reaction. (1) Reactant: Br[CH2:2][CH2:3][N:4]([N:13]1[CH:17]=[N:16][N:15]=[CH:14]1)[C:5]1[CH:12]=[CH:11][C:8]([C:9]#[N:10])=[CH:7][CH:6]=1.[OH:18][C:19]1[CH:24]=[CH:23][C:22]([SH:25])=[CH:21][CH:20]=1.C(=O)([O-])[O-].[K+].[K+].C(OCC)(=O)C. Product: [OH:18][C:19]1[CH:24]=[CH:23][C:22]([S:25][CH2:2][CH2:3][N:4]([N:13]2[CH:17]=[N:16][N:15]=[CH:14]2)[C:5]2[CH:12]=[CH:11][C:8]([C:9]#[N:10])=[CH:7][CH:6]=2)=[CH:21][CH:20]=1. The catalyst class is: 18. (2) Reactant: [Cl:1][C:2]1[CH:3]=[CH:4][C:5]([C:9]2[O:10][CH:11]=[CH:12][N:13]=2)=[C:6]([OH:8])[CH:7]=1.C(O)C.[O-]CC.[K+:20]. Product: [Cl:1][C:2]1[CH:3]=[CH:4][C:5]([C:9]2[O:10][CH:11]=[CH:12][N:13]=2)=[C:6]([O-:8])[CH:7]=1.[K+:20]. The catalyst class is: 11. (3) Reactant: C(O[C:6]([N:8]1[CH2:13][CH2:12][NH:11][C@H:10]([C:14](O)=[O:15])[CH2:9]1)=O)(C)(C)C.[H-].[H-].[H-].[H-].[Li+].[Al+3]. Product: [CH3:6][N:8]1[CH2:13][CH2:12][NH:11][C@H:10]([CH2:14][OH:15])[CH2:9]1. The catalyst class is: 1. (4) The catalyst class is: 2. Product: [CH2:50]([O:57][C:58]([NH:60][C@@H:61]([C:65]([CH3:68])([CH3:67])[CH3:66])[C:62]([N:30]1[CH2:31][C@:27]([O:26][CH3:25])([C:36]2[CH:41]=[CH:40][C:39]([C:42]3[CH:47]=[CH:46][CH:45]=[CH:44][C:43]=3[CH:48]=[CH2:49])=[CH:38][CH:37]=2)[CH2:28][C@H:29]1[C:32]([O:34][CH3:35])=[O:33])=[O:63])=[O:59])[CH2:51][CH2:52][CH2:53][CH2:54][CH:55]=[CH2:56]. Reactant: CN(C(ON1N=NC2C=CC=NC1=2)=[N+](C)C)C.F[P-](F)(F)(F)(F)F.[CH3:25][O:26][C@:27]1([C:36]2[CH:41]=[CH:40][C:39]([C:42]3[CH:47]=[CH:46][CH:45]=[CH:44][C:43]=3[CH:48]=[CH2:49])=[CH:38][CH:37]=2)[CH2:31][NH:30][C@H:29]([C:32]([O:34][CH3:35])=[O:33])[CH2:28]1.[CH2:50]([O:57][C:58]([NH:60][C@@H:61]([C:65]([CH3:68])([CH3:67])[CH3:66])[C:62](O)=[O:63])=[O:59])[CH2:51][CH2:52][CH2:53][CH2:54][CH:55]=[CH2:56].CCN(C(C)C)C(C)C. (5) Reactant: [Cl:1][C:2]1[CH:10]=[CH:9][CH:8]=[C:7]([Cl:11])[C:3]=1[C:4](Cl)=[O:5].C(N(CC)CC)C.[CH3:19][O:20][C:21]([C:23]1[C:27]([NH2:28])=[CH:26][S:25][N:24]=1)=[O:22]. Product: [CH3:19][O:20][C:21]([C:23]1[C:27]([NH:28][C:4](=[O:5])[C:3]2[C:2]([Cl:1])=[CH:10][CH:9]=[CH:8][C:7]=2[Cl:11])=[CH:26][S:25][N:24]=1)=[O:22]. The catalyst class is: 1. (6) Reactant: [CH3:1][NH:2][C:3]1[CH:8]=[CH:7][N:6]=[CH:5][C:4]=1[N+:9]([O-])=O.O.O.[Sn](Cl)[Cl:15].O. Product: [Cl:15][C:5]1[C:4]([NH2:9])=[C:3]([NH:2][CH3:1])[CH:8]=[CH:7][N:6]=1. The catalyst class is: 33. (7) Reactant: [H-].[H-].[H-].[H-].[Li+].[Al+3].[OH:7][C@H:8]1[CH2:12][CH2:11][N:10]([C:13](=O)[C@@H:14]([NH:21][C:22](=O)OCC2C=CC=CC=2)[C:15]2[CH:20]=[CH:19][CH:18]=[CH:17][CH:16]=2)[CH2:9]1. Product: [CH3:22][NH:21][C@@H:14]([C:15]1[CH:20]=[CH:19][CH:18]=[CH:17][CH:16]=1)[CH2:13][N:10]1[CH2:11][CH2:12][C@H:8]([OH:7])[CH2:9]1. The catalyst class is: 7.